The task is: Regression. Given a peptide amino acid sequence and an MHC pseudo amino acid sequence, predict their binding affinity value. This is MHC class I binding data.. This data is from Peptide-MHC class I binding affinity with 185,985 pairs from IEDB/IMGT. (1) The peptide sequence is RRRKGWIPL. The MHC is HLA-A30:02 with pseudo-sequence HLA-A30:02. The binding affinity (normalized) is 0.213. (2) The peptide sequence is VIVVPVIDR. The MHC is HLA-A31:01 with pseudo-sequence HLA-A31:01. The binding affinity (normalized) is 0.150. (3) The peptide sequence is DFIGFGAAY. The MHC is HLA-A26:01 with pseudo-sequence HLA-A26:01. The binding affinity (normalized) is 0.879.